Dataset: NCI-60 drug combinations with 297,098 pairs across 59 cell lines. Task: Regression. Given two drug SMILES strings and cell line genomic features, predict the synergy score measuring deviation from expected non-interaction effect. Drug 1: C1=NC2=C(N=C(N=C2N1C3C(C(C(O3)CO)O)O)F)N. Drug 2: CC1C(C(CC(O1)OC2CC(OC(C2O)C)OC3=CC4=CC5=C(C(=O)C(C(C5)C(C(=O)C(C(C)O)O)OC)OC6CC(C(C(O6)C)O)OC7CC(C(C(O7)C)O)OC8CC(C(C(O8)C)O)(C)O)C(=C4C(=C3C)O)O)O)O. Cell line: SNB-19. Synergy scores: CSS=56.2, Synergy_ZIP=-5.50, Synergy_Bliss=-1.11, Synergy_Loewe=-16.3, Synergy_HSA=-1.62.